From a dataset of Full USPTO retrosynthesis dataset with 1.9M reactions from patents (1976-2016). Predict the reactants needed to synthesize the given product. The reactants are: [Br:1][C:2]1[CH:3]=[N:4][C:5]2[N:6]([N:8]=[C:9]([C:11]([OH:13])=O)[CH:10]=2)[CH:7]=1.[CH3:14][CH:15]1[C:24]2[C:19](=[CH:20][CH:21]=[C:22]([CH3:25])[CH:23]=2)[CH2:18][CH2:17][NH:16]1. Given the product [Br:1][C:2]1[CH:3]=[N:4][C:5]2[N:6]([N:8]=[C:9]([C:11]([N:16]3[CH2:17][CH2:18][C:19]4[C:24](=[CH:23][C:22]([CH3:25])=[CH:21][CH:20]=4)[CH:15]3[CH3:14])=[O:13])[CH:10]=2)[CH:7]=1, predict the reactants needed to synthesize it.